Dataset: Reaction yield outcomes from USPTO patents with 853,638 reactions. Task: Predict the reaction yield, written as a fraction of the theoretical maximum amount of product (1.0 means a 100% yield; for example, 0.34 means a 34% yield). (1) The reactants are F[P-](F)(F)(F)(F)F.N1(OC(N(C)C)=[N+](C)C)C2C=CC=CC=2N=N1.[F:25][C:26]1[CH:34]=[CH:33][C:32]([CH2:35][C:36]2[C:45]3[C:40](=[CH:41][CH:42]=[CH:43][CH:44]=3)[C:39](=[O:46])[NH:38][N:37]=2)=[CH:31][C:27]=1[C:28](O)=[O:29].[CH3:47][O:48][CH:49]1[CH2:54][CH2:53][NH:52][CH2:51][CH2:50]1.C(N(CC)CC)C. The catalyst is CC(N(C)C)=O.O. The product is [F:25][C:26]1[CH:34]=[CH:33][C:32]([CH2:35][C:36]2[C:45]3[C:40](=[CH:41][CH:42]=[CH:43][CH:44]=3)[C:39](=[O:46])[NH:38][N:37]=2)=[CH:31][C:27]=1[C:28]([N:52]1[CH2:53][CH2:54][CH:49]([O:48][CH3:47])[CH2:50][CH2:51]1)=[O:29]. The yield is 0.616. (2) The reactants are Br[C:2]1[CH:3]=[CH:4][C:5]2[N:6]([CH3:15])[C:7]3[C:12]([C:13]=2[CH:14]=1)=[CH:11][CH:10]=[CH:9][CH:8]=3.[Li]CCCC.CN([CH:24]=[O:25])C. The catalyst is C1COCC1. The product is [CH3:15][N:6]1[C:5]2[CH:4]=[CH:3][C:2]([CH:24]=[O:25])=[CH:14][C:13]=2[C:12]2[C:7]1=[CH:8][CH:9]=[CH:10][CH:11]=2. The yield is 0.600.